Dataset: Forward reaction prediction with 1.9M reactions from USPTO patents (1976-2016). Task: Predict the product of the given reaction. (1) The product is: [CH3:25][C:26]1([CH3:33])[O:30][C@@H:2]([CH2:1][O:4][C:5]2[C:14]3[C:9](=[CH:10][C:11]([O:15][CH3:16])=[CH:12][CH:13]=3)[C:8]([C:17]3[CH:22]=[CH:21][CH:20]=[CH:19][CH:18]=3)=[C:7]([C:23]#[N:24])[N:6]=2)[CH2:3][O:27]1. Given the reactants [CH2:1]([O:4][C:5]1[C:14]2[C:9](=[CH:10][C:11]([O:15][CH3:16])=[CH:12][CH:13]=2)[C:8]([C:17]2[CH:22]=[CH:21][CH:20]=[CH:19][CH:18]=2)=[C:7]([C:23]#[N:24])[N:6]=1)[CH:2]=[CH2:3].[CH3:25][C:26]1([CH3:33])[O:30][C@@H](CO)C[O:27]1, predict the reaction product. (2) Given the reactants I.[CH:2]12[CH2:13][CH2:12][CH:5]([CH2:6][CH:7]1[C:8]([O:10]C)=[O:9])[CH2:4][NH:3]2.[C:14]1([S:20](Cl)(=[O:22])=[O:21])[CH:19]=[CH:18][CH:17]=[CH:16][CH:15]=1, predict the reaction product. The product is: [C:14]1([S:20]([N:3]2[CH2:4][C@H:5]3[CH2:12][CH2:13][C@@H:2]2[C@H:7]([C:8]([OH:10])=[O:9])[CH2:6]3)(=[O:22])=[O:21])[CH:19]=[CH:18][CH:17]=[CH:16][CH:15]=1. (3) Given the reactants C(OC([N:8]1[CH2:11][CH:10]([N:12]2[CH2:17][CH2:16][S:15](=[O:19])(=[O:18])[CH2:14][CH2:13]2)[CH2:9]1)=O)(C)(C)C.C(O)(C(F)(F)F)=O, predict the reaction product. The product is: [NH:8]1[CH2:11][CH:10]([N:12]2[CH2:17][CH2:16][S:15](=[O:19])(=[O:18])[CH2:14][CH2:13]2)[CH2:9]1. (4) Given the reactants Br[C:2]1[N:3]=[C:4]([C:7]2[CH:12]=[C:11]([C:13]3[CH:18]=[CH:17][C:16]([C:19]([F:22])([F:21])[F:20])=[CH:15][CH:14]=3)[CH:10]=[C:9]([CH3:23])[N:8]=2)[S:5][CH:6]=1.[C:24]([NH:28][S:29]([C:32]1[CH:33]=[C:34](B(O)O)[CH:35]=[CH:36][CH:37]=1)(=[O:31])=[O:30])([CH3:27])([CH3:26])[CH3:25], predict the reaction product. The product is: [C:24]([NH:28][S:29]([C:32]1[CH:33]=[CH:34][CH:35]=[C:36]([C:2]2[N:3]=[C:4]([C:7]3[CH:12]=[C:11]([C:13]4[CH:18]=[CH:17][C:16]([C:19]([F:22])([F:21])[F:20])=[CH:15][CH:14]=4)[CH:10]=[C:9]([CH3:23])[N:8]=3)[S:5][CH:6]=2)[CH:37]=1)(=[O:31])=[O:30])([CH3:27])([CH3:25])[CH3:26]. (5) Given the reactants FC(F)(F)C(O)=O.C([O:12][C:13](=[O:42])[C:14]1[CH:19]=[CH:18][CH:17]=[C:16]([O:20][C:21]2[N:25]([CH2:26][CH3:27])[C:24]([C@H:28]([NH:30][S:31]([C:34]3[CH:39]=[CH:38][C:37]([Cl:40])=[C:36]([Cl:41])[CH:35]=3)(=[O:33])=[O:32])[CH3:29])=[N:23][N:22]=2)[CH:15]=1)(C)(C)C, predict the reaction product. The product is: [Cl:41][C:36]1[CH:35]=[C:34]([S:31]([NH:30][C@@H:28]([C:24]2[N:25]([CH2:26][CH3:27])[C:21]([O:20][C:16]3[CH:15]=[C:14]([CH:19]=[CH:18][CH:17]=3)[C:13]([OH:42])=[O:12])=[N:22][N:23]=2)[CH3:29])(=[O:33])=[O:32])[CH:39]=[CH:38][C:37]=1[Cl:40]. (6) Given the reactants [NH2:1][C:2]1[CH:10]=[CH:9][CH:8]=[C:7]2[C:3]=1[CH2:4][N:5]([CH:12]1[CH2:17][CH2:16][C:15](=[O:18])[NH:14][C:13]1=[O:19])[C:6]2=[O:11].[Cl:20][C:21]1[CH:22]=[C:23]([CH:26]=[CH:27][CH:28]=1)[CH:24]=O.C(O[BH-](OC(=O)C)OC(=O)C)(=O)C.[Na+], predict the reaction product. The product is: [Cl:20][C:21]1[CH:22]=[C:23]([CH:26]=[CH:27][CH:28]=1)[CH2:24][NH:1][C:2]1[CH:10]=[CH:9][CH:8]=[C:7]2[C:3]=1[CH2:4][N:5]([CH:12]1[CH2:17][CH2:16][C:15](=[O:18])[NH:14][C:13]1=[O:19])[C:6]2=[O:11].